From a dataset of Forward reaction prediction with 1.9M reactions from USPTO patents (1976-2016). Predict the product of the given reaction. (1) Given the reactants [C:1]([OH:8])(=O)[CH2:2][CH2:3][C:4]([OH:6])=[O:5].[C:9]([N:26](C)[CH2:27][CH2:28][NH2:29])(OCC1C2C(=CC=CC=2)C2C1=CC=CC=2)=O, predict the reaction product. The product is: [CH3:9][NH:26][CH2:27][CH2:28][NH:29][C:1](=[O:8])[CH2:2][CH2:3][C:4]([OH:6])=[O:5]. (2) Given the reactants C(O)(C(F)(F)F)=O.[F:8][C:9]1[CH:10]=[C:11]([NH:20][C:21]([C@H:23]2[C:32]3[C:27](=[CH:28][C:29]([O:33][CH3:34])=[CH:30][CH:31]=3)[CH2:26][CH2:25][N:24]2[C:35]([C@H:37]2[CH2:40][C@H:39]([CH2:41][C:42]([O:44]C(C)(C)C)=[O:43])[CH2:38]2)=[O:36])=[O:22])[CH:12]=[C:13]([F:19])[C:14]=1[Si:15]([CH3:18])([CH3:17])[CH3:16].C(=O)([O-])O.[Na+], predict the reaction product. The product is: [F:8][C:9]1[CH:10]=[C:11]([NH:20][C:21]([C@H:23]2[C:32]3[C:27](=[CH:28][C:29]([O:33][CH3:34])=[CH:30][CH:31]=3)[CH2:26][CH2:25][N:24]2[C:35]([C@H:37]2[CH2:40][C@H:39]([CH2:41][C:42]([OH:44])=[O:43])[CH2:38]2)=[O:36])=[O:22])[CH:12]=[C:13]([F:19])[C:14]=1[Si:15]([CH3:17])([CH3:18])[CH3:16]. (3) The product is: [C:57]1([CH:7]([C:1]2[CH:2]=[CH:3][CH:4]=[CH:5][CH:6]=2)[CH2:8][NH:9][C:10]2[N:18]=[C:17]([C:19]([NH:21][CH2:22][CH2:23][NH:24][C:25]([NH:27][CH2:28][C:29]3[CH:44]=[CH:43][C:32]([C:33]([OH:35])=[O:34])=[CH:31][CH:30]=3)=[O:26])=[O:20])[N:16]=[C:15]3[C:11]=2[N:12]=[CH:13][N:14]3[C@H:45]2[C@H:49]([OH:50])[C@H:48]([OH:51])[C@@H:47]([C:52]([NH:54][CH2:55][CH3:56])=[O:53])[O:46]2)[CH:58]=[CH:59][CH:60]=[CH:61][CH:62]=1. Given the reactants [C:1]1([CH:7]([C:57]2[CH:62]=[CH:61][CH:60]=[CH:59][CH:58]=2)[CH2:8][NH:9][C:10]2[N:18]=[C:17]([C:19]([NH:21][CH2:22][CH2:23][NH:24][C:25]([NH:27][CH2:28][C:29]3[CH:44]=[CH:43][C:32]([C:33]([O:35]CC4C=CC=CC=4)=[O:34])=[CH:31][CH:30]=3)=[O:26])=[O:20])[N:16]=[C:15]3[C:11]=2[N:12]=[CH:13][N:14]3[C@H:45]2[C@H:49]([OH:50])[C@H:48]([OH:51])[C@@H:47]([C:52]([NH:54][CH2:55][CH3:56])=[O:53])[O:46]2)[CH:6]=[CH:5][CH:4]=[CH:3][CH:2]=1, predict the reaction product. (4) Given the reactants [O:1]=[C:2]1[O:6][CH:5]([C:7]([O-:9])=[O:8])[CH2:4][CH2:3]1.[CH3:10][CH2:11][O:12][C:13]([C:15]1[CH:20]([C:21]2[CH:22]=[CH:23][CH:24]=[CH:25][C:26]=2[Cl:27])[C:19]([C:28]([O:30][CH3:31])=[O:29])=[C:18]([CH3:32])[NH:17][C:16]=1[CH2:33][O:34][CH2:35][CH2:36][NH2:37])=[O:14].C1C=CC(S(O)(=O)=O)=CC=1, predict the reaction product. The product is: [CH3:10][CH2:11][O:12][C:13]([C:15]1[CH:20]([C:21]2[CH:22]=[CH:23][CH:24]=[CH:25][C:26]=2[Cl:27])[C:19]([C:28]([O:30][CH3:31])=[O:29])=[C:18]([CH3:32])[NH:17][C:16]=1[CH2:33][O:34][CH2:35][CH2:36][NH2:37])=[O:14].[O:1]=[C:2]1[O:6][CH:5]([C:7]([O-:9])=[O:8])[CH2:4][CH2:3]1. (5) Given the reactants Cl[C:2]1[CH:10]=[CH:9][C:8]([S:11]([CH3:14])(=[O:13])=[O:12])=[CH:7][C:3]=1[C:4]([OH:6])=[O:5].[CH:15]1([OH:19])[CH2:18][CH2:17][CH2:16]1, predict the reaction product. The product is: [CH:15]1([O:19][C:2]2[CH:10]=[CH:9][C:8]([S:11]([CH3:14])(=[O:13])=[O:12])=[CH:7][C:3]=2[C:4]([OH:6])=[O:5])[CH2:18][CH2:17][CH2:16]1. (6) Given the reactants [S:1]1[C:5]([CH2:6][OH:7])=[CH:4][N:3]=[CH:2]1.[CH2:8]([S:10]([C:13]1[CH:14]=[C:15]([C:19]2[C:24]3[C:25]4[CH:31]=[C:30]([CH3:32])[CH:29]=[N:28][C:26]=4[NH:27][C:23]=3[C:22](OCCCN(C)C)=[N:21][CH:20]=2)[CH:16]=[CH:17][CH:18]=1)(=[O:12])=[O:11])[CH3:9], predict the reaction product. The product is: [CH2:8]([S:10]([C:13]1[CH:14]=[C:15]([C:19]2[C:24]3[C:25]4[CH:31]=[C:30]([CH3:32])[CH:29]=[N:28][C:26]=4[NH:27][C:23]=3[C:22]([O:7][CH2:6][C:5]3[S:1][CH:2]=[N:3][CH:4]=3)=[N:21][CH:20]=2)[CH:16]=[CH:17][CH:18]=1)(=[O:11])=[O:12])[CH3:9]. (7) Given the reactants [OH:1][CH2:2][CH2:3][NH:4][C:5]1[N:10]=[CH:9][C:8]([CH:11]([CH3:15])[C:12]([O-:14])=[O:13])=[CH:7][CH:6]=1.O[Li].O.O1CCCC1, predict the reaction product. The product is: [OH:1][CH2:2][CH2:3][NH:4][C:5]1[N:10]=[CH:9][C:8]([CH:11]([CH3:15])[C:12]([OH:14])=[O:13])=[CH:7][CH:6]=1. (8) Given the reactants C([C:3]([CH2:8][OH:9])(C)C(O)=O)O.O=[C:18]=[N:17][CH:16]1[CH2:15][C:25](C)(C)C[C:15]([CH3:25])([CH2:16][N:17]=[C:18]=O)C1.N=C=N.NCCC[Si](OC)(OC)[O:34]C.[CH3:40][C:41]([CH3:43])=[O:42], predict the reaction product. The product is: [CH3:40][CH:41]([OH:42])[CH2:43][N:17]([CH2:18][CH:8]([OH:9])[CH3:3])[CH2:16][CH:15]([OH:34])[CH3:25]. (9) Given the reactants [Cl:1][C:2]1[CH:7]=[CH:6][CH:5]=[CH:4][C:3]=1[C:8]1[N:9]([CH3:18])[C:10]([C:13]([CH3:17])([CH3:16])[CH:14]=O)=[N:11][N:12]=1.[NH2:19][C:20]1[CH:25]=[CH:24][CH:23]=[CH:22][CH:21]=1.C(O[BH-](OC(=O)C)OC(=O)C)(=O)C.[Na+], predict the reaction product. The product is: [Cl:1][C:2]1[CH:7]=[CH:6][CH:5]=[CH:4][C:3]=1[C:8]1[N:9]([CH3:18])[C:10]([C:13]([CH3:17])([CH3:16])[CH2:14][NH:19][C:20]2[CH:25]=[CH:24][CH:23]=[CH:22][CH:21]=2)=[N:11][N:12]=1.